Dataset: Reaction yield outcomes from USPTO patents with 853,638 reactions. Task: Predict the reaction yield, written as a fraction of the theoretical maximum amount of product (1.0 means a 100% yield; for example, 0.34 means a 34% yield). (1) The reactants are C(O[C:4](=[O:22])[C:5](=[N:12][NH:13][C:14](=[O:21])[CH2:15][C:16]([O:18]CC)=O)[C:6]1[CH:11]=[CH:10][CH:9]=[CH:8][CH:7]=1)C.[NH:23](C(=O)CC(OCC)=O)N.[C:33]([C:41]([O:43]CC)=[O:42])(=O)C1C=CC=CC=1.C(O)(=O)C.S([O-])([O-])(=O)=O.[Mg+2]. The catalyst is ClCCl. The product is [OH:22][C:4]1[C:5]([C:6]2[CH:7]=[CH:8][CH:9]=[CH:10][CH:11]=2)=[N:12][NH:13][C:14](=[O:21])[C:15]=1[C:16]([NH:23][CH2:33][C:41]([OH:43])=[O:42])=[O:18]. The yield is 0.250. (2) The reactants are [Cl:1][C:2]1[CH:3]=[CH:4][C:5]([OH:12])=[C:6]([NH:8][C:9]([NH2:11])=[O:10])[CH:7]=1.C(O[K])(C)(C)C.[C:19]1(=[O:23])[O:22][CH2:21][CH2:20]1. The catalyst is C1COCC1. The product is [Cl:1][C:2]1[CH:3]=[CH:4][C:5](=[O:12])[CH:6]([NH:8][C:9]([NH2:11])=[O:10])[CH:7]=1.[C:19]([OH:23])(=[O:22])[CH2:20][CH3:21]. The yield is 0.510. (3) The reactants are [NH2:1][C:2]1[N:7]=[CH:6][N:5]=[C:4]2[N:8]([CH:14]([C:16]3[C:17]([O:35][CH2:36][CH3:37])=[C:18]([CH:24]4[CH2:27][N:26](C(OC(C)(C)C)=O)[CH2:25]4)[C:19]([F:23])=[C:20]([Cl:22])[CH:21]=3)[CH3:15])[N:9]=[C:10]([CH:11]([F:13])[F:12])[C:3]=12.[ClH:38].O1CCOCC1. The catalyst is ClCCl. The product is [ClH:22].[ClH:38].[NH:26]1[CH2:27][CH:24]([C:18]2[C:17]([O:35][CH2:36][CH3:37])=[C:16]([CH:14]([N:8]3[C:4]4=[N:5][CH:6]=[N:7][C:2]([NH2:1])=[C:3]4[C:10]([CH:11]([F:13])[F:12])=[N:9]3)[CH3:15])[CH:21]=[C:20]([Cl:22])[C:19]=2[F:23])[CH2:25]1. The yield is 1.00. (4) The reactants are Br[C:2]1[CH:11]=[CH:10][C:5]([C:6]([O:8]C)=O)=[CH:4][C:3]=1CBr.[H-].[H-].[H-].[H-].[Li+].[Al+3].[CH3:20][CH2:21]OC(C)=O.[OH-].[Na+]. The catalyst is C1COCC1.O. The product is [C:20]([C:2]1[CH:3]=[CH:4][C:5]([CH2:6][OH:8])=[CH:10][CH:11]=1)#[CH:21]. The yield is 0.960. (5) The reactants are ClC(Cl)(Cl)[C:3]([C:5]1[N:14]2[C:8]([CH2:9][N:10]([C:19]([C:21]3[CH:22]=[C:23]([C:27]4[CH:32]=[CH:31][CH:30]=[CH:29][C:28]=4[CH3:33])[CH:24]=[CH:25][CH:26]=3)=[O:20])[C:11]3[CH:18]=[CH:17][CH:16]=[CH:15][C:12]=3[CH2:13]2)=[CH:7][CH:6]=1)=[O:4].CS(C)=O.[NH2:40][CH2:41][C:42]1[CH:43]=[N:44][CH:45]=[CH:46][CH:47]=1. The product is [CH3:33][C:28]1[CH:29]=[CH:30][CH:31]=[CH:32][C:27]=1[C:23]1[CH:24]=[CH:25][CH:26]=[C:21]([C:19]([N:10]2[C:11]3[CH:18]=[CH:17][CH:16]=[CH:15][C:12]=3[CH2:13][N:14]3[C:5]([C:3]([NH:40][CH2:41][C:42]4[CH:43]=[N:44][CH:45]=[CH:46][CH:47]=4)=[O:4])=[CH:6][CH:7]=[C:8]3[CH2:9]2)=[O:20])[CH:22]=1. The catalyst is C(#N)C. The yield is 0.740.